The task is: Regression. Given a peptide amino acid sequence and an MHC pseudo amino acid sequence, predict their binding affinity value. This is MHC class I binding data.. This data is from Peptide-MHC class I binding affinity with 185,985 pairs from IEDB/IMGT. (1) The peptide sequence is MLNRYKLIY. The MHC is HLA-B53:01 with pseudo-sequence HLA-B53:01. The binding affinity (normalized) is 0.525. (2) The peptide sequence is RRAAVSTLE. The MHC is HLA-B18:01 with pseudo-sequence HLA-B18:01. The binding affinity (normalized) is 0.0847. (3) The peptide sequence is ESRDRKWLYY. The MHC is HLA-A31:01 with pseudo-sequence HLA-A31:01. The binding affinity (normalized) is 0. (4) The peptide sequence is FIRDCSVAL. The MHC is HLA-C12:03 with pseudo-sequence HLA-C12:03. The binding affinity (normalized) is 0.820. (5) The peptide sequence is NTWHKVGKNVY. The MHC is Mamu-A02 with pseudo-sequence Mamu-A02. The binding affinity (normalized) is 0.215. (6) The MHC is HLA-B15:17 with pseudo-sequence HLA-B15:17. The peptide sequence is IHDFVDKTL. The binding affinity (normalized) is 0.0847. (7) The peptide sequence is EYYFRNEVF. The MHC is HLA-A24:03 with pseudo-sequence HLA-A24:03. The binding affinity (normalized) is 0.513. (8) The peptide sequence is FPTSCHMF. The MHC is HLA-B58:01 with pseudo-sequence HLA-B58:01. The binding affinity (normalized) is 0.